From a dataset of Full USPTO retrosynthesis dataset with 1.9M reactions from patents (1976-2016). Predict the reactants needed to synthesize the given product. (1) Given the product [CH3:16][C:10]1[C:11]([N+:13]([O-:15])=[O:14])=[CH:12][C:7]([NH:6][C:5](=[O:26])[CH3:4])=[N+:8]([O-:17])[CH:9]=1, predict the reactants needed to synthesize it. The reactants are: COC1C=C(OC)C=C[C:4]=1[CH2:5][NH:6][C:7]1[N+:8]([O-:17])=[CH:9][C:10]([CH3:16])=[C:11]([N+:13]([O-:15])=[O:14])[CH:12]=1.C(OC(=O)C)(=[O:26])C. (2) Given the product [CH2:8]([O:10][C:11]1[CH:12]=[CH:13][C:14]([CH2:15][N:16]2[C:24]3[CH:23]=[CH:22][C:21]([C:25]([N:27]4[CH2:28][CH2:29][CH:30]([CH3:33])[CH2:31][CH2:32]4)=[O:26])=[CH:20][C:19]=3[C:18]3[CH2:34][N:35]([CH2:40][CH2:41][CH3:42])[CH2:36][CH2:37][C:17]2=3)=[CH:38][CH:39]=1)[CH3:9], predict the reactants needed to synthesize it. The reactants are: OC(C(F)(F)F)=O.[CH2:8]([O:10][C:11]1[CH:39]=[CH:38][C:14]([CH2:15][N:16]2[C:24]3[CH:23]=[CH:22][C:21]([C:25]([N:27]4[CH2:32][CH2:31][CH:30]([CH3:33])[CH2:29][CH2:28]4)=[O:26])=[CH:20][C:19]=3[C:18]3[CH2:34][NH:35][CH2:36][CH2:37][C:17]2=3)=[CH:13][CH:12]=1)[CH3:9].[CH:40](=O)[CH2:41][CH3:42].